From a dataset of Forward reaction prediction with 1.9M reactions from USPTO patents (1976-2016). Predict the product of the given reaction. (1) The product is: [Br:1][C:2]1[C:7]([O:8][CH3:9])=[CH:6][CH:5]=[C:4]([NH2:10])[C:3]=1[NH:13][C:14]1[CH:15]=[CH:16][CH:17]=[CH:18][CH:19]=1. Given the reactants [Br:1][C:2]1[C:7]([O:8][CH3:9])=[CH:6][CH:5]=[C:4]([N+:10]([O-])=O)[C:3]=1[NH:13][C:14]1[CH:19]=[CH:18][CH:17]=[CH:16][CH:15]=1, predict the reaction product. (2) Given the reactants Br[C:2]1[C:7]([CH3:8])=[CH:6][CH:5]=[CH:4][N:3]=1.[C:9]([O:13][C:14]([N:16]1[CH2:21][CH2:20][C:19](=[O:22])[CH2:18][CH2:17]1)=[O:15])([CH3:12])([CH3:11])[CH3:10].O, predict the reaction product. The product is: [OH:22][C:19]1([C:2]2[C:7]([CH3:8])=[CH:6][CH:5]=[CH:4][N:3]=2)[CH2:18][CH2:17][N:16]([C:14]([O:13][C:9]([CH3:12])([CH3:11])[CH3:10])=[O:15])[CH2:21][CH2:20]1. (3) The product is: [Cl:1][C:2]1[CH:7]=[C:6]([Cl:8])[CH:5]=[CH:4][C:3]=1[C:9]1[N:10]=[C:11](/[CH:15]=[CH:16]/[C:17]2[CH:22]=[CH:21][C:20]([C:23]3[CH:24]=[CH:25][C:26]([O:29][CH2:30][CH2:32][CH2:31][C:36]4[NH:47][N:46]=[N:45][N:44]=4)=[CH:27][CH:28]=3)=[CH:19][CH:18]=2)[N:12]([CH3:14])[CH:13]=1. Given the reactants [Cl:1][C:2]1[CH:7]=[C:6]([Cl:8])[CH:5]=[CH:4][C:3]=1[C:9]1[N:10]=[C:11](/[CH:15]=[CH:16]/[C:17]2[CH:22]=[CH:21][C:20]([C:23]3[CH:28]=[CH:27][C:26]([O:29][CH3:30])=[CH:25][CH:24]=3)=[CH:19][CH:18]=2)[N:12]([CH3:14])[CH:13]=1.[C:31]1(O)[CH:36]=CC=C[CH:32]=1.BrCCCC#N.[NH:44]1C=[N:47][N:46]=[N:45]1, predict the reaction product. (4) Given the reactants [CH:1]([C:3]1[CH:4]=[C:5]2[C:10](=[CH:11][CH:12]=1)[N:9]=[CH:8][C:7]([C:13]#[N:14])=[C:6]2[O:15][CH2:16][CH2:17][O:18][CH3:19])=O.COC1C=CC(/C=[C:35]2/[C:36]([NH:38][C:39]([S:41]/2)=[NH:40])=[O:37])=CC=1OC1CCCC1.C([O-])(=O)C.[Na+], predict the reaction product. The product is: [NH2:40][C:39]1[S:41]/[C:35](=[CH:1]\[C:3]2[CH:4]=[C:5]3[C:10](=[CH:11][CH:12]=2)[N:9]=[CH:8][C:7]([C:13]#[N:14])=[C:6]3[O:15][CH2:16][CH2:17][O:18][CH3:19])/[C:36](=[O:37])[N:38]=1. (5) The product is: [N:18]1[CH:23]=[CH:22][C:21]([N:24]2[CH2:25][CH2:26][N:27]([C:13]([CH:12]3[C:10]4([CH2:9][CH2:8][N:7]([CH:4]5[CH2:3][CH2:2][O:1][CH2:6][CH2:5]5)[CH2:17][CH2:16]4)[CH2:11]3)=[O:15])[CH2:28][CH2:29]2)=[CH:20][CH:19]=1. Given the reactants [O:1]1[CH2:6][CH2:5][CH:4]([N:7]2[CH2:17][CH2:16][C:10]3([CH:12]([C:13]([OH:15])=O)[CH2:11]3)[CH2:9][CH2:8]2)[CH2:3][CH2:2]1.[N:18]1[CH:23]=[CH:22][C:21]([N:24]2[CH2:29][CH2:28][NH:27][CH2:26][CH2:25]2)=[CH:20][CH:19]=1, predict the reaction product. (6) Given the reactants [Cl:1][C:2]1[CH:7]=[CH:6][CH:5]=[CH:4][C:3]=1[C:8]1[N:13]=[N:12][C:11]([NH:14][NH:15][C:16](=O)[CH2:17][C:18]2[CH:23]=[CH:22][C:21]([C:24]([F:27])([F:26])[F:25])=[CH:20][CH:19]=2)=[CH:10][C:9]=1[C:29]1[CH:34]=[CH:33][C:32]([Cl:35])=[CH:31][CH:30]=1.C(O)(=O)C, predict the reaction product. The product is: [Cl:1][C:2]1[CH:7]=[CH:6][CH:5]=[CH:4][C:3]=1[C:8]1[C:9]([C:29]2[CH:34]=[CH:33][C:32]([Cl:35])=[CH:31][CH:30]=2)=[CH:10][C:11]2[N:12]([C:16]([CH2:17][C:18]3[CH:23]=[CH:22][C:21]([C:24]([F:27])([F:26])[F:25])=[CH:20][CH:19]=3)=[N:15][N:14]=2)[N:13]=1. (7) Given the reactants [NH2:1][C:2]1[CH:10]=[CH:9][CH:8]=[C:7]2[C:3]=1[CH:4]=[CH:5][NH:6]2.[Cl:11][C:12]1[CH:17]=[CH:16][C:15]([CH2:18][N:19]=[C:20]=[O:21])=[CH:14][C:13]=1[Cl:22].CCCCCC, predict the reaction product. The product is: [Cl:22][C:13]1[CH:14]=[C:15]([CH:16]=[CH:17][C:12]=1[Cl:11])[CH2:18][NH:19][C:20]([NH:1][C:2]1[CH:10]=[CH:9][CH:8]=[C:7]2[C:3]=1[CH:4]=[CH:5][NH:6]2)=[O:21]. (8) Given the reactants [CH3:1][C@@H:2]1[CH2:6][CH2:5][N:4]([C@H](C2C=CC=CC=2)C)[C@@H:3]1[C:15]([NH2:17])=[O:16], predict the reaction product. The product is: [CH3:1][C@@H:2]1[CH2:6][CH2:5][NH:4][C@@H:3]1[C:15]([NH2:17])=[O:16].